This data is from Catalyst prediction with 721,799 reactions and 888 catalyst types from USPTO. The task is: Predict which catalyst facilitates the given reaction. (1) Reactant: [O:1]=[C:2]1[CH2:7][CH2:6][CH:5]([NH:8][C:9](=[O:15])[O:10][C:11]([CH3:14])([CH3:13])[CH3:12])[CH2:4][CH2:3]1.[CH2:16]1[CH2:20]OC[CH2:17]1.C([Li])(C)C. Product: [CH:16]([C:2]1([OH:1])[CH2:3][CH2:4][CH:5]([NH:8][C:9](=[O:15])[O:10][C:11]([CH3:12])([CH3:14])[CH3:13])[CH2:6][CH2:7]1)([CH3:20])[CH3:17]. The catalyst class is: 6. (2) Reactant: [CH2:1]([O:8][C:9]([NH:11][C@H:12]([C:19]([OH:21])=[O:20])[CH2:13][O:14][C:15]([CH3:18])([CH3:17])[CH3:16])=[O:10])[C:2]1[CH:7]=[CH:6][CH:5]=[CH:4][CH:3]=1.[CH:22]1(O)[CH2:26][CH2:25][CH2:24][CH2:23]1.C(Cl)CCl.O. Product: [CH2:1]([O:8][C:9]([NH:11][C@H:12]([C:19]([O:21][CH:22]1[CH2:26][CH2:25][CH2:24][CH2:23]1)=[O:20])[CH2:13][O:14][C:15]([CH3:17])([CH3:16])[CH3:18])=[O:10])[C:2]1[CH:3]=[CH:4][CH:5]=[CH:6][CH:7]=1. The catalyst class is: 79.